Task: Predict the product of the given reaction.. Dataset: Forward reaction prediction with 1.9M reactions from USPTO patents (1976-2016) (1) Given the reactants [B:1].[CH:2]1[CH:7]=[CH:6][C:5]([PH:8][C:9]2[CH:14]=[CH:13][CH:12]=[CH:11][CH:10]=2)=[CH:4][CH:3]=1.C(OC)(=O)C=C, predict the reaction product. The product is: [BH3:1].[C:9]1([PH:8][C:5]2[CH:4]=[CH:3][CH:2]=[CH:7][CH:6]=2)[CH:10]=[CH:11][CH:12]=[CH:13][CH:14]=1. (2) Given the reactants [NH2:1][C:2]1[CH:7]=[N:6][CH:5]=[C:4]([O:8][CH3:9])[N:3]=1.CC#N.N1C=CC=CC=1.[C:19]1([O:25][C:26](Cl)=[O:27])[CH:24]=[CH:23][CH:22]=[CH:21][CH:20]=1, predict the reaction product. The product is: [CH3:9][O:8][C:4]1[N:3]=[C:2]([NH:1][C:26](=[O:27])[O:25][C:19]2[CH:24]=[CH:23][CH:22]=[CH:21][CH:20]=2)[CH:7]=[N:6][CH:5]=1. (3) Given the reactants Br[CH2:2][C:3]([C:5]1[CH:6]=[C:7]2[C:11](=[CH:12][CH:13]=1)[N:10]([CH3:14])[C:9]1[N:15]([CH3:27])[C:16](=[O:26])[C:17]([C:19]3[CH:24]=[CH:23][C:22]([F:25])=[CH:21][CH:20]=3)=[CH:18][C:8]2=1)=O.[C:28]([O:34][CH2:35][C:36]([NH2:38])=[S:37])(=[O:33])[C:29]([CH3:32])([CH3:31])[CH3:30], predict the reaction product. The product is: [F:25][C:22]1[CH:21]=[CH:20][C:19]([C:17]2[C:16](=[O:26])[N:15]([CH3:27])[C:9]3[N:10]([CH3:14])[C:11]4[C:7]([C:8]=3[CH:18]=2)=[CH:6][C:5]([C:3]2[N:38]=[C:36]([CH2:35][O:34][C:28](=[O:33])[C:29]([CH3:32])([CH3:31])[CH3:30])[S:37][CH:2]=2)=[CH:13][CH:12]=4)=[CH:24][CH:23]=1. (4) Given the reactants C(OC(=O)[NH:7][CH:8]([CH2:46][C:47]1[CH:52]=[CH:51][CH:50]=[CH:49][CH:48]=1)[C:9](=[O:45])[N:10]1[CH2:14][CH2:13][CH2:12][CH:11]1[C:15](=[O:44])[NH:16][CH:17]([CH2:34][C:35]1[CH:40]=[C:39]([F:41])[C:38]([F:42])=[CH:37][C:36]=1[F:43])[CH2:18][C:19](=[O:33])[N:20]1[CH2:25][CH2:24][N:23]2[C:26]([C:29]([F:32])([F:31])[F:30])=[N:27][N:28]=[C:22]2[CH2:21]1)(C)(C)C.[ClH:54].[C:55]([O:58]CC)(=[O:57])[CH3:56], predict the reaction product. The product is: [ClH:54].[O:33]=[C:19]([N:20]1[CH2:25][CH2:24][N:23]2[C:26]([C:29]([F:30])([F:32])[F:31])=[N:27][N:28]=[C:22]2[CH2:21]1)[CH2:18][CH:17]([NH:16][C:15]([CH:11]1[CH2:12][CH2:13][CH2:14][N:10]1[C:9](=[O:45])[CH:8]([NH2:7])[CH2:46][C:47]1[CH:48]=[CH:49][CH:50]=[CH:51][CH:52]=1)=[O:44])[CH2:34][C:35]1[CH:40]=[C:39]([F:41])[C:38]([F:42])=[CH:37][C:36]=1[F:43].[NH2:7][CH:8]([CH2:46][C:47]1[CH:48]=[CH:49][CH:50]=[CH:51][CH:52]=1)[C:9]([N:10]1[CH2:11][CH2:12][CH2:13][CH:56]1[C:55]([OH:58])=[O:57])=[O:45]. (5) Given the reactants Cl[C:2]1[CH:7]=[CH:6][CH:5]=[CH:4][CH:3]=1.[C:8]1([NH:14][C:15]2[CH:20]=[CH:19][CH:18]=[CH:17][CH:16]=2)[CH:13]=[CH:12][CH:11]=[CH:10][CH:9]=1, predict the reaction product. The product is: [C:2]1([N:14]([C:15]2[CH:16]=[CH:17][CH:18]=[CH:19][CH:20]=2)[C:8]2[CH:13]=[CH:12][CH:11]=[CH:10][CH:9]=2)[CH:7]=[CH:6][CH:5]=[CH:4][CH:3]=1. (6) Given the reactants [Cl-].[CH:2]1([CH2:5][NH2+:6][CH2:7][CH2:8]Cl)[CH2:4][CH2:3]1.[Cl:10][C:11]1[CH:12]=[C:13]([N:18]=[C:19]=[S:20])[CH:14]=[CH:15][C:16]=1[Cl:17], predict the reaction product. The product is: [Cl:10][C:11]1[CH:12]=[C:13]([N:18]=[C:19]2[N:6]([CH2:5][CH:2]3[CH2:3][CH2:4]3)[CH2:7][CH2:8][S:20]2)[CH:14]=[CH:15][C:16]=1[Cl:17]. (7) Given the reactants [Cl:1][C:2]1[CH:20]=[CH:19][CH:18]=[C:17]([Cl:21])[C:3]=1[CH2:4][C:5]1(C(OCC)=O)[CH2:10][CH2:9][CH2:8][NH:7][C:6]1=[O:11].[OH-].[Na+], predict the reaction product. The product is: [Cl:1][C:2]1[CH:20]=[CH:19][CH:18]=[C:17]([Cl:21])[C:3]=1[CH2:4][CH:5]1[CH2:10][CH2:9][CH2:8][NH:7][C:6]1=[O:11]. (8) Given the reactants C(OC(=O)[NH:7][CH2:8][CH2:9][CH2:10][CH2:11][NH:12][C:13](=[O:29])[CH2:14][CH2:15][CH2:16][CH2:17][CH2:18][CH2:19][CH2:20][CH2:21][CH2:22][CH2:23][CH2:24][CH2:25][CH2:26][CH2:27][CH3:28])(C)(C)C.[ClH:31].O1CCOCC1, predict the reaction product. The product is: [ClH:31].[NH2:7][CH2:8][CH2:9][CH2:10][CH2:11][NH:12][C:13](=[O:29])[CH2:14][CH2:15][CH2:16][CH2:17][CH2:18][CH2:19][CH2:20][CH2:21][CH2:22][CH2:23][CH2:24][CH2:25][CH2:26][CH2:27][CH3:28].